Predict the reactants needed to synthesize the given product. From a dataset of Full USPTO retrosynthesis dataset with 1.9M reactions from patents (1976-2016). (1) The reactants are: C([C@@:4]1([CH3:30])[CH2:9][C@H:8]([C:10]2[CH:15]=[CH:14][CH:13]=[C:12]([Cl:16])[CH:11]=2)[C@@H:7]([C:17]2[CH:22]=[CH:21][C:20]([Cl:23])=[CH:19][CH:18]=2)[N:6]([C@@H:24]([CH2:27][CH3:28])[CH:25]=O)[C:5]1=[O:29])C=C.[C:41]([O:40][BH-]([O:40][C:41](=[O:43])[CH3:42])[O:40][C:41](=[O:43])[CH3:42])(=[O:43])[CH3:42].[Na+].[CH2:45]([CH2:47][NH2:48])O.[C:49]([OH:52])(=[O:51])C. Given the product [Cl:16][C:12]1[CH:11]=[C:10]([C@@H:8]2[C@@H:7]([C:17]3[CH:22]=[CH:21][C:20]([Cl:23])=[CH:19][CH:18]=3)[N:6]([C@@H:24]([CH2:27][CH3:28])[CH2:25][N:48]3[CH2:47][CH2:45][O:52][C:49]3=[O:51])[C:5](=[O:29])[C@:4]([CH2:42][C:41]([OH:40])=[O:43])([CH3:30])[CH2:9]2)[CH:15]=[CH:14][CH:13]=1, predict the reactants needed to synthesize it. (2) The reactants are: [CH3:1][C:2]1([CH3:15])[CH2:11][CH2:10][C:9]([CH3:13])([CH3:12])[C:8]2[C:7](=O)[CH2:6][CH2:5][CH2:4][C:3]1=2.[C:16](O)(=O)C.[CH:20]([NH2:22])=[NH:21]. Given the product [CH3:1][C:2]1([CH3:15])[C:3]2[CH2:4][CH2:5][C:6]3[CH:16]=[N:21][CH:20]=[N:22][C:7]=3[C:8]=2[C:9]([CH3:13])([CH3:12])[CH2:10][CH2:11]1, predict the reactants needed to synthesize it.